From a dataset of Forward reaction prediction with 1.9M reactions from USPTO patents (1976-2016). Predict the product of the given reaction. (1) The product is: [F:8][C:5]1[CH:6]=[CH:7][C:2]2[N:3]([CH:10]=[C:11]([C:13]3[CH:18]=[CH:17][C:16]([CH2:19][CH:21]=[O:22])=[CH:15][CH:14]=3)[N:1]=2)[CH:4]=1. Given the reactants [NH2:1][C:2]1[CH:7]=[CH:6][C:5]([F:8])=[CH:4][N:3]=1.Br[CH2:10][C:11]([C:13]1[CH:18]=[CH:17][C:16]([C:19]#N)=[CH:15][CH:14]=1)=O.[C:21](=O)([O-])[OH:22].[Na+].O, predict the reaction product. (2) Given the reactants [OH:1][CH2:2][CH2:3][C:4]1[CH:9]=[CH:8][C:7]([CH2:10][CH:11]([O:17][CH:18]([CH3:20])[CH3:19])[C:12]([O:14]CC)=[O:13])=[CH:6][CH:5]=1.[C:21]1([N:27]=[C:28]=[O:29])[CH:26]=[CH:25][CH:24]=[CH:23][CH:22]=1, predict the reaction product. The product is: [CH:18]([O:17][CH:11]([CH2:10][C:7]1[CH:6]=[CH:5][C:4]([CH2:3][CH2:2][O:1][C:28](=[O:29])[NH:27][C:21]2[CH:26]=[CH:25][CH:24]=[CH:23][CH:22]=2)=[CH:9][CH:8]=1)[C:12]([OH:14])=[O:13])([CH3:19])[CH3:20]. (3) Given the reactants Cl.[CH3:2][O:3][C:4](=[O:11])[C@H:5]([CH2:7][CH:8]([CH3:10])[CH3:9])[NH2:6].[O-]S([O-])(=O)=O.[Mg+2].[CH3:18][C:19](=[CH:21][CH2:22][CH2:23][CH:24]([CH2:26][CH:27]=O)[CH3:25])[CH3:20].CCN(CC)CC.[BH4-].[Na+], predict the reaction product. The product is: [CH3:25][CH:24]([CH2:23][CH2:22][CH:21]=[C:19]([CH3:20])[CH3:18])[CH2:26][CH2:27][NH:6][C@@H:5]([CH2:7][CH:8]([CH3:10])[CH3:9])[C:4]([O:3][CH3:2])=[O:11]. (4) Given the reactants Br[CH:2]=[C:3]([C:5]1[CH:6]=[CH:7][C:8]([O:11][CH3:12])=[N:9][CH:10]=1)[CH3:4].P([O-])([O-])([O-])=O.[K+].[K+].[K+].N1CCC[C@H]1C(O)=O.[CH3:29][N:30]1[CH2:43][CH2:42][C:33]2[NH:34][C:35]3[CH:36]=[CH:37][C:38]([CH3:41])=[CH:39][C:40]=3[C:32]=2[CH2:31]1, predict the reaction product. The product is: [CH3:12][O:11][C:8]1[N:9]=[CH:10][C:5](/[C:3](/[CH3:4])=[CH:2]/[N:34]2[C:35]3[CH:36]=[CH:37][C:38]([CH3:41])=[CH:39][C:40]=3[C:32]3[CH2:31][N:30]([CH3:29])[CH2:43][CH2:42][C:33]2=3)=[CH:6][CH:7]=1.